From a dataset of Reaction yield outcomes from USPTO patents with 853,638 reactions. Predict the reaction yield, written as a fraction of the theoretical maximum amount of product (1.0 means a 100% yield; for example, 0.34 means a 34% yield). (1) The reactants are [F:1][C:2]1[CH:3]=[C:4]([Mg]Br)[CH:5]=[C:6]([O:9][CH:10]2[CH2:15][CH2:14][CH2:13][CH2:12][O:11]2)[C:7]=1[F:8].CC1C=CC(S([O:28][CH2:29][C:30]2([CH2:37][O:38][S:39]([C:42]3[CH:47]=[CH:46][C:45]([CH3:48])=[CH:44][CH:43]=3)(=[O:41])=[O:40])[CH2:35][CH2:34][C:33](=O)[CH2:32][CH2:31]2)(=O)=O)=CC=1.[OH-].[Na+]. The catalyst is C1COCC1. The product is [CH3:48][C:45]1[CH:46]=[CH:47][C:42]([S:39]([O:38][CH2:37][C:30]23[CH2:31][CH2:32][C:33]([C:4]4[CH:5]=[C:6]([O:9][CH:10]5[CH2:15][CH2:14][CH2:13][CH2:12][O:11]5)[C:7]([F:8])=[C:2]([F:1])[CH:3]=4)([CH2:34][CH2:35]2)[O:28][CH2:29]3)(=[O:41])=[O:40])=[CH:43][CH:44]=1. The yield is 0.260. (2) The reactants are [C:1]([C:4]1[CH:5]=[CH:6][C:7]([N:13]([CH3:25])[CH:14]2[CH2:17][N:16](C(OC(C)(C)C)=O)[CH2:15]2)=[C:8]2[C:12]=1[NH:11][CH:10]=[CH:9]2)(=[O:3])[NH2:2].Cl. The catalyst is O1CCOCC1.O.[OH-].[Na+]. The product is [NH:16]1[CH2:17][CH:14]([N:13]([CH3:25])[C:7]2[CH:6]=[CH:5][C:4]([C:1]([NH2:2])=[O:3])=[C:12]3[C:8]=2[CH:9]=[CH:10][NH:11]3)[CH2:15]1. The yield is 0.660. (3) The reactants are [CH:1]1[C:6]2[CH2:7][CH2:8][CH2:9][CH2:10][C:11](=[CH:12][C:13]([O:15][CH2:16][CH3:17])=[O:14])[C:5]=2[CH:4]=[CH:3][CH:2]=1. The catalyst is C(OCC)(=O)C.[Pd]. The product is [CH:1]1[C:6]2[CH2:7][CH2:8][CH2:9][CH2:10][CH:11]([CH2:12][C:13]([O:15][CH2:16][CH3:17])=[O:14])[C:5]=2[CH:4]=[CH:3][CH:2]=1. The yield is 0.990. (4) The reactants are Br[C:2]1[CH:3]=[C:4]([N:8]2[C:16]3[CH:15]=[C:14]([Cl:17])[N:13]=[CH:12][C:11]=3[C:10]([C:18]([NH2:20])=[O:19])=[N:9]2)[CH:5]=[CH:6][CH:7]=1.[C:21]([C@:23]1([OH:30])[CH2:27][CH2:26][N:25]([CH3:28])[C:24]1=[O:29])#[CH:22]. No catalyst specified. The product is [Cl:17][C:14]1[N:13]=[CH:12][C:11]2[C:10]([C:18]([NH2:20])=[O:19])=[N:9][N:8]([C:4]3[CH:5]=[CH:6][CH:7]=[C:2]([C:22]#[C:21][C@:23]4([OH:30])[CH2:27][CH2:26][N:25]([CH3:28])[C:24]4=[O:29])[CH:3]=3)[C:16]=2[CH:15]=1. The yield is 0.450. (5) The catalyst is CN(C=O)C. The yield is 0.790. The reactants are CS([O:5][CH2:6][CH:7]1[CH2:12][CH2:11][N:10]([C:13]([O:15][C:16]([CH3:19])([CH3:18])[CH3:17])=[O:14])[CH2:9][CH2:8]1)(=O)=O.[Br:20][C:21]1[CH:26]=[CH:25][C:24](O)=[CH:23][C:22]=1[F:28].C([O-])([O-])=O.[K+].[K+].[NH4+].[Cl-]. The product is [Br:20][C:21]1[CH:26]=[CH:25][C:24]([O:5][CH2:6][CH:7]2[CH2:12][CH2:11][N:10]([C:13]([O:15][C:16]([CH3:19])([CH3:18])[CH3:17])=[O:14])[CH2:9][CH2:8]2)=[CH:23][C:22]=1[F:28]. (6) The reactants are [CH3:1][CH2:2][Mg+].[Br-].CON(C)[C:8]([C:10]1[CH:24]=[CH:23][C:13]2[N:14]([CH:17]3[CH2:22][CH2:21][CH2:20][CH2:19][O:18]3)[CH:15]=[N:16][C:12]=2[CH:11]=1)=[O:9].[NH4+].[Cl-].O. The catalyst is C1COCC1. The product is [O:18]1[CH2:19][CH2:20][CH2:21][CH2:22][CH:17]1[N:14]1[C:13]2[CH:23]=[CH:24][C:10]([C:8](=[O:9])[CH2:2][CH3:1])=[CH:11][C:12]=2[N:16]=[CH:15]1. The yield is 0.720. (7) The reactants are [Cl:1][C:2]1[CH:11]=[CH:10][C:9]2[CH2:8][N:7](C(OC(C)(C)C)=O)[CH2:6][CH2:5][C:4]=2[N:3]=1.[CH3:19][S:20][C:21]1[CH:26]=[CH:25][C:24](B(O)O)=[CH:23][CH:22]=1. No catalyst specified. The product is [ClH:1].[ClH:1].[CH3:19][S:20][C:21]1[CH:26]=[CH:25][C:24]([C:2]2[CH:11]=[CH:10][C:9]3[CH2:8][NH:7][CH2:6][CH2:5][C:4]=3[N:3]=2)=[CH:23][CH:22]=1. The yield is 0.990. (8) The reactants are C[O:2][C:3]([C:5]1[S:6][C:7]([C:10]2[CH:15]=[CH:14][C:13]([O:16][CH2:17][C:18]3[CH:23]=[CH:22][CH:21]=[CH:20][CH:19]=3)=[CH:12][CH:11]=2)=[CH:8][CH:9]=1)=[O:4].O.[OH-].[Li+]. The catalyst is CO.O.C1COCC1. The product is [CH2:17]([O:16][C:13]1[CH:14]=[CH:15][C:10]([C:7]2[S:6][C:5]([C:3]([OH:4])=[O:2])=[CH:9][CH:8]=2)=[CH:11][CH:12]=1)[C:18]1[CH:19]=[CH:20][CH:21]=[CH:22][CH:23]=1. The yield is 0.740. (9) The reactants are [O:1]1[CH2:5][CH2:4][CH2:3][CH2:2]1.B.CC(=C(C)C)C.C=C1C[C@@H:17]2[CH2:18][N:19]([C:21]([O:23][C:24]([CH3:27])([CH3:26])[CH3:25])=[O:22])[CH2:20][C@@H:16]2C1.[OH-].[Na+].OO. The catalyst is O1CCCC1. The product is [OH:1][CH2:5][CH:4]1[CH2:16][C@@H:17]2[CH2:18][N:19]([C:21]([O:23][C:24]([CH3:27])([CH3:26])[CH3:25])=[O:22])[CH2:20][C@@H:2]2[CH2:3]1. The yield is 0.950. (10) The reactants are [C:1]([C:9]1[CH:10]=[N:11][C:12]2[C:17]([C:18]=1[C:19]1[CH:20]=[C:21]([NH:25][CH2:26][C:27]3[CH:32]=[CH:31][C:30]([CH2:33][C:34]([O:36]C)=[O:35])=[CH:29][CH:28]=3)[CH:22]=[CH:23][CH:24]=1)=[CH:16][CH:15]=[CH:14][C:13]=2[C:38]([F:41])([F:40])[F:39])(=[O:8])[C:2]1[CH:7]=[CH:6][CH:5]=[CH:4][CH:3]=1.O.[OH-].[Li+].C(O)(=O)C. The catalyst is C1COCC1.CO.O. The product is [C:1]([C:9]1[CH:10]=[N:11][C:12]2[C:17]([C:18]=1[C:19]1[CH:20]=[C:21]([NH:25][CH2:26][C:27]3[CH:28]=[CH:29][C:30]([CH2:33][C:34]([OH:36])=[O:35])=[CH:31][CH:32]=3)[CH:22]=[CH:23][CH:24]=1)=[CH:16][CH:15]=[CH:14][C:13]=2[C:38]([F:39])([F:40])[F:41])(=[O:8])[C:2]1[CH:7]=[CH:6][CH:5]=[CH:4][CH:3]=1. The yield is 0.930.